This data is from Full USPTO retrosynthesis dataset with 1.9M reactions from patents (1976-2016). The task is: Predict the reactants needed to synthesize the given product. (1) Given the product [Cl:11][C:12]1[C:17]2[O:18][CH2:19][C:20](=[O:22])[NH:21][C:16]=2[CH:15]=[C:14]([C:23]2[N:9]([C:6]3[CH:7]=[CH:8][C:3]([F:2])=[CH:4][CH:5]=3)[N:10]=[C:25]([C:26]([F:29])([F:28])[F:27])[CH:24]=2)[CH:13]=1, predict the reactants needed to synthesize it. The reactants are: Cl.[F:2][C:3]1[CH:8]=[CH:7][C:6]([NH:9][NH2:10])=[CH:5][CH:4]=1.[Cl:11][C:12]1[C:17]2[O:18][CH2:19][C:20](=[O:22])[NH:21][C:16]=2[CH:15]=[C:14]([C:23](=O)[CH2:24][C:25](=O)[C:26]([F:29])([F:28])[F:27])[CH:13]=1. (2) The reactants are: [Cl:1][C:2]1[CH:7]=[CH:6][C:5]([C:8]2[CH:13]=[C:12]([C:14]([F:17])([F:16])[F:15])[N:11]3[N:18]=[CH:19][C:20]([C:21](O)=[O:22])=[C:10]3[N:9]=2)=[CH:4][CH:3]=1.[S:24]([C:28]1[CH:29]=[C:30]([NH2:34])[CH:31]=[CH:32][CH:33]=1)(=[O:27])(=[O:26])[NH2:25]. Given the product [S:24]([C:28]1[CH:29]=[C:30]([NH:34][C:21]([C:20]2[CH:19]=[N:18][N:11]3[C:12]([C:14]([F:17])([F:16])[F:15])=[CH:13][C:8]([C:5]4[CH:6]=[CH:7][C:2]([Cl:1])=[CH:3][CH:4]=4)=[N:9][C:10]=23)=[O:22])[CH:31]=[CH:32][CH:33]=1)(=[O:26])(=[O:27])[NH2:25], predict the reactants needed to synthesize it. (3) Given the product [F:55][C:54]([F:57])([F:56])[C:53]1[C:48]([CH2:47][N:1]2[C:9]3[C:8](=[CH:7][CH:6]=[CH:5][CH:4]=3)[C:3]3([C:21]4[C:12](=[CH:13][C:14]5[CH2:32][O:33][CH2:17][O:16][C:15]=5[CH:20]=4)[O:11][CH2:10]3)[C:2]2=[O:22])=[N:49][CH:50]=[CH:51][CH:52]=1, predict the reactants needed to synthesize it. The reactants are: [NH:1]1[C:9]2[C:4](=[CH:5][CH:6]=[CH:7][CH:8]=2)[C:3]2([C:21]3[C:12](=[CH:13][C:14]4OC[CH2:17][O:16][C:15]=4[CH:20]=3)[O:11][CH2:10]2)[C:2]1=[O:22].N1C2C(=CC=CC=2)[C@@]2(C3C(=CC4OCCOC=4C=3)[O:33][CH2:32]2)C1=O.Cl.Cl[CH2:47][C:48]1[C:53]([C:54]([F:57])([F:56])[F:55])=[CH:52][CH:51]=[CH:50][N:49]=1.BrCCCCC. (4) Given the product [N:33]1([CH2:28][CH2:27][CH2:26][O:25][C:21]2[CH:20]=[C:19]([CH2:18][C:17]([NH:16][C:13]3[S:12][C:11]([C:10]4[C:6]([NH2:5])=[N:7][O:8][N:9]=4)=[N:15][N:14]=3)=[O:30])[CH:24]=[CH:23][CH:22]=2)[CH2:38][CH2:37][NH:36][CH2:35][CH2:34]1, predict the reactants needed to synthesize it. The reactants are: FC(F)(F)C([NH:5][C:6]1[C:10]([C:11]2[S:12][C:13]([NH:16][C:17](=[O:30])[CH2:18][C:19]3[CH:24]=[CH:23][CH:22]=[C:21]([O:25][CH2:26][CH2:27][CH2:28]Cl)[CH:20]=3)=[N:14][N:15]=2)=[N:9][O:8][N:7]=1)=O.[NH:33]1[CH2:38][CH2:37][NH:36][CH2:35][CH2:34]1.CCO. (5) Given the product [CH2:1]([C:5]1[N:10]=[C:9]([CH3:11])[N:8]([C:12]2[CH:17]=[CH:16][C:15]([O:18][C@H:50]3[CH2:51][CH2:52][C@@H:47]([OH:46])[CH2:48][CH2:49]3)=[CH:14][CH:13]=2)[C:7](=[O:19])[C:6]=1[CH2:20][C:21]1[CH:26]=[CH:25][C:24]([C:27]2[CH:32]=[CH:31][CH:30]=[CH:29][C:28]=2[C:33]2[NH:37][C:36](=[O:38])[O:35][N:34]=2)=[CH:23][CH:22]=1)[CH2:2][CH2:3][CH3:4], predict the reactants needed to synthesize it. The reactants are: [CH2:1]([C:5]1[N:10]=[C:9]([CH3:11])[N:8]([C:12]2[CH:17]=[CH:16][C:15]([OH:18])=[CH:14][CH:13]=2)[C:7](=[O:19])[C:6]=1[CH2:20][C:21]1[CH:26]=[CH:25][C:24]([C:27]2[CH:32]=[CH:31][CH:30]=[CH:29][C:28]=2[C:33]2[NH:37][C:36](=[O:38])[O:35][N:34]=2)=[CH:23][CH:22]=1)[CH2:2][CH2:3][CH3:4].[Si]([O:46][CH:47]1[CH2:52][CH2:51][CH:50](O)[CH2:49][CH2:48]1)(C(C)(C)C)(C)C.C1(P(C2C=CC=CC=2)C2C=CC=CC=2)C=CC=CC=1.N(C(OC(C)C)=O)=NC(OC(C)C)=O. (6) Given the product [Cl:1][C:2]1[CH:7]=[C:6]([O:8][CH3:26])[CH:5]=[CH:4][C:3]=1[CH2:9][N:10]1[CH:14]=[CH:13][C:12]([NH:15][C:16](=[O:25])[C:17]2[C:18]([F:24])=[CH:19][CH:20]=[CH:21][C:22]=2[F:23])=[N:11]1, predict the reactants needed to synthesize it. The reactants are: [Cl:1][C:2]1[CH:7]=[C:6]([OH:8])[CH:5]=[CH:4][C:3]=1[CH2:9][N:10]1[CH:14]=[CH:13][C:12]([NH:15][C:16](=[O:25])[C:17]2[C:22]([F:23])=[CH:21][CH:20]=[CH:19][C:18]=2[F:24])=[N:11]1.[CH3:26]C(C)([O-])C.[K+].CI. (7) Given the product [C:18]([C:21]1[CH:22]=[CH:23][C:24]([S:27]([NH:1][C:2]2[CH:7]=[CH:6][C:5]([Cl:8])=[CH:4][C:3]=2[C:9]([C:11]2[C:12]([CH3:17])=[N:13][CH:14]=[CH:15][CH:16]=2)=[O:10])(=[O:29])=[O:28])=[CH:25][CH:26]=1)(=[O:20])[CH3:19], predict the reactants needed to synthesize it. The reactants are: [NH2:1][C:2]1[CH:7]=[CH:6][C:5]([Cl:8])=[CH:4][C:3]=1[C:9]([C:11]1[C:12]([CH3:17])=[N:13][CH:14]=[CH:15][CH:16]=1)=[O:10].[C:18]([C:21]1[CH:26]=[CH:25][C:24]([S:27](Cl)(=[O:29])=[O:28])=[CH:23][CH:22]=1)(=[O:20])[CH3:19].